Regression. Given a peptide amino acid sequence and an MHC pseudo amino acid sequence, predict their binding affinity value. This is MHC class II binding data. From a dataset of Peptide-MHC class II binding affinity with 134,281 pairs from IEDB. (1) The peptide sequence is YFVGKMYFNLIDTKCYKL. The MHC is DRB3_0101 with pseudo-sequence DRB3_0101. The binding affinity (normalized) is 0.420. (2) The peptide sequence is INEPTAAACAYGLDR. The MHC is HLA-DQA10401-DQB10402 with pseudo-sequence HLA-DQA10401-DQB10402. The binding affinity (normalized) is 0.463. (3) The peptide sequence is GELQILDKIDAAFKI. The MHC is DRB1_1101 with pseudo-sequence DRB1_1101. The binding affinity (normalized) is 0.612. (4) The peptide sequence is NLEIDMIVDTISDFR. The MHC is HLA-DQA10104-DQB10503 with pseudo-sequence HLA-DQA10104-DQB10503. The binding affinity (normalized) is 0.453.